This data is from Reaction yield outcomes from USPTO patents with 853,638 reactions. The task is: Predict the reaction yield, written as a fraction of the theoretical maximum amount of product (1.0 means a 100% yield; for example, 0.34 means a 34% yield). (1) The reactants are [CH2:1]([O:3][C:4]([C:6]1[NH:7][C:8]2[C:13]([C:14]=1[NH2:15])=[CH:12][CH:11]=[CH:10][CH:9]=2)=[O:5])[CH3:2].C(N(CC)CC)C.[C:23](Cl)(=[O:32])[C:24]1[CH:29]=[CH:28][C:27]([O:30][CH3:31])=[CH:26][CH:25]=1. The catalyst is C(Cl)Cl.C(OCC)(=O)C. The product is [CH2:1]([O:3][C:4]([C:6]1[NH:7][C:8]2[C:13]([C:14]=1[NH:15][C:23](=[O:32])[C:24]1[CH:29]=[CH:28][C:27]([O:30][CH3:31])=[CH:26][CH:25]=1)=[CH:12][CH:11]=[CH:10][CH:9]=2)=[O:5])[CH3:2]. The yield is 0.940. (2) The reactants are Cl[C:2]1[CH:7]=[CH:6][C:5]([O:8][CH3:9])=[CH:4][C:3]=1[N+:10]([O-])=O.C(OC)(=O)[CH2:14][C:15](OC)=[O:16].[H-].[Na+]. The catalyst is [Fe]. The product is [CH3:9][O:8][C:5]1[CH:4]=[C:3]2[C:2]([CH2:14][C:15](=[O:16])[NH:10]2)=[CH:7][CH:6]=1. The yield is 0.180. (3) The reactants are [Cl:1][C:2]1[CH:10]=[C:9]2[C:5]([C:6]([C:11]([OH:13])=O)=[CH:7][NH:8]2)=[CH:4][CH:3]=1.ClC(N(C)C)=C(C)C.[NH:22]1[CH2:27][CH2:26][C:25]2([C:35]3[C:30](=[CH:31][CH:32]=[CH:33][CH:34]=3)[C:29](=[O:36])[NH:28]2)[CH2:24][CH2:23]1.C(N(CC)CC)C. The catalyst is ClCCl.CN(C)C=O. The product is [Cl:1][C:2]1[CH:10]=[C:9]2[C:5]([C:6]([C:11]([N:22]3[CH2:27][CH2:26][C:25]4([C:35]5[C:30](=[CH:31][CH:32]=[CH:33][CH:34]=5)[C:29](=[O:36])[NH:28]4)[CH2:24][CH2:23]3)=[O:13])=[CH:7][NH:8]2)=[CH:4][CH:3]=1. The yield is 0.220. (4) The reactants are [CH2:1]([O:3][C:4]([C:6]1[S:10][C:9]2[CH:11]=[C:12](I)[CH:13]=[CH:14][C:8]=2[CH:7]=1)=[O:5])[CH3:2].C([Mg]Br)C.[CH3:20][CH2:21][C:22](=[O:25])[CH2:23][CH3:24]. The catalyst is C1COCC1. The product is [CH2:1]([O:3][C:4]([C:6]1[S:10][C:9]2[CH:11]=[C:12]([C:22]([CH2:23][CH3:24])([OH:25])[CH2:21][CH3:20])[CH:13]=[CH:14][C:8]=2[CH:7]=1)=[O:5])[CH3:2]. The yield is 0.250. (5) The reactants are FC1C=C(F)C=CC=1C1C=C(COS(C)(=O)=O)C(=O)N(CC(C)C)N=1.[CH2:26]([N:33]1[C:38](=[O:39])[C:37]([C:40]([O:42]C)=[O:41])=[CH:36][C:35]([C:44]2[CH:49]=[CH:48][C:47]([F:50])=[C:46]([CH3:51])[CH:45]=2)=[N:34]1)[C:27]1[CH:32]=[CH:31][CH:30]=[CH:29][CH:28]=1. No catalyst specified. The product is [CH2:26]([N:33]1[C:38](=[O:39])[C:37]([C:40]([OH:42])=[O:41])=[CH:36][C:35]([C:44]2[CH:49]=[CH:48][C:47]([F:50])=[C:46]([CH3:51])[CH:45]=2)=[N:34]1)[C:27]1[CH:32]=[CH:31][CH:30]=[CH:29][CH:28]=1. The yield is 0.652. (6) The reactants are [NH2:1][C:2]1[CH:16]=[CH:15][C:5]([O:6][C:7]2[CH:12]=[CH:11][N:10]=[C:9]([C:13]#[N:14])[CH:8]=2)=[CH:4][CH:3]=1.[Cl:17][C:18]1[CH:23]=[C:22](Cl)[N:21]=[C:20]([NH2:25])[N:19]=1.O. The catalyst is CC(O)C. The product is [NH2:25][C:20]1[N:21]=[C:22]([NH:1][C:2]2[CH:16]=[CH:15][C:5]([O:6][C:7]3[CH:12]=[CH:11][N:10]=[C:9]([C:13]#[N:14])[CH:8]=3)=[CH:4][CH:3]=2)[CH:23]=[C:18]([Cl:17])[N:19]=1. The yield is 0.750. (7) The product is [OH:15][C@@H:4]1[C@@H:3]([CH2:2][OH:1])[O:11][C@H:10]2[C@H:6]([N:7]=[C:8]([N:12]([CH3:13])[C:24](=[O:25])[O:26][C:27]([CH3:28])([CH3:29])[CH3:30])[S:9]2)[C@H:5]1[OH:14]. The reactants are [OH:1][CH2:2][C@H:3]1[O:11][C@H:10]2[C@H:6]([N:7]=[C:8]([NH:12][CH3:13])[S:9]2)[C@@H:5]([OH:14])[C@@H:4]1[OH:15].[CH3:28][C:27]([O:26][C:24](O[C:24]([O:26][C:27]([CH3:30])([CH3:29])[CH3:28])=[O:25])=[O:25])([CH3:30])[CH3:29].C(N(CC)CC)C. The catalyst is CO. The yield is 0.740. (8) The reactants are O.[NH2:2][NH2:3].[Cl:4][C:5]1[CH:17]=[CH:16][C:8]([C:9]([CH2:11][C:12](OC)=[O:13])=O)=[CH:7][CH:6]=1. The catalyst is C(O)C. The product is [Cl:4][C:5]1[CH:17]=[CH:16][C:8]([C:9]2[NH:3][N:2]=[C:12]([OH:13])[CH:11]=2)=[CH:7][CH:6]=1. The yield is 0.551.